From a dataset of Forward reaction prediction with 1.9M reactions from USPTO patents (1976-2016). Predict the product of the given reaction. (1) Given the reactants [Br:1][C:2]1[CH:10]=[CH:9][CH:8]=[CH:7][C:3]=1[C:4]([OH:6])=[O:5].S(=O)(=O)(O)O.[CH2:16](O)[CH3:17], predict the reaction product. The product is: [CH2:16]([O:5][C:4](=[O:6])[C:3]1[CH:7]=[CH:8][CH:9]=[CH:10][C:2]=1[Br:1])[CH3:17]. (2) Given the reactants [Cl:1][C:2]1[C:3]([O:13][CH:14]([CH3:19])[C:15]([F:18])([F:17])[F:16])=[CH:4][CH:5]=[C:6]2[C:11]=1[C:10](=[O:12])[NH:9][CH2:8][CH2:7]2.[H-].[Na+].[CH2:22]([O:29][C:30]1[C:35]([CH2:36]Cl)=[C:34]([CH3:38])[CH:33]=[C:32]([CH3:39])[N:31]=1)[C:23]1[CH:28]=[CH:27][CH:26]=[CH:25][CH:24]=1.O, predict the reaction product. The product is: [CH2:22]([O:29][C:30]1[C:35]([CH2:36][N:9]2[CH2:8][CH2:7][C:6]3[C:11](=[C:2]([Cl:1])[C:3]([O:13][CH:14]([CH3:19])[C:15]([F:18])([F:16])[F:17])=[CH:4][CH:5]=3)[C:10]2=[O:12])=[C:34]([CH3:38])[CH:33]=[C:32]([CH3:39])[N:31]=1)[C:23]1[CH:28]=[CH:27][CH:26]=[CH:25][CH:24]=1. (3) Given the reactants ClC(Cl)(O[C:5](=[O:11])OC(Cl)(Cl)Cl)Cl.[CH2:13]([N:20]1[CH2:25][CH2:24][CH:23]([N:26]2[C:30]3[N:31]=[C:32]([C:41]4[CH:46]=[CH:45][C:44]([NH2:47])=[CH:43][CH:42]=4)[N:33]=[C:34]([N:35]4[CH2:40][CH2:39][O:38][CH2:37][CH2:36]4)[C:29]=3[N:28]=[N:27]2)[CH2:22][CH2:21]1)[C:14]1[CH:19]=[CH:18][CH:17]=[CH:16][CH:15]=1.[CH3:48][N:49]([CH3:53])[CH2:50][CH2:51][NH2:52].CCN(CC)CC, predict the reaction product. The product is: [CH2:13]([N:20]1[CH2:21][CH2:22][CH:23]([N:26]2[C:30]3[N:31]=[C:32]([C:41]4[CH:46]=[CH:45][C:44]([NH:47][C:5]([NH:52][CH2:51][CH2:50][N:49]([CH3:53])[CH3:48])=[O:11])=[CH:43][CH:42]=4)[N:33]=[C:34]([N:35]4[CH2:40][CH2:39][O:38][CH2:37][CH2:36]4)[C:29]=3[N:28]=[N:27]2)[CH2:24][CH2:25]1)[C:14]1[CH:19]=[CH:18][CH:17]=[CH:16][CH:15]=1. (4) Given the reactants [CH3:1][N:2]([CH3:6])[CH2:3][CH2:4][NH2:5].[Cl:7][C:8]1[S:12][C:11]([S:13](Cl)(=[O:15])=[O:14])=[CH:10][CH:9]=1.C(N(CC)CC)C, predict the reaction product. The product is: [CH3:1][N:2]([CH3:6])[CH2:3][CH2:4][NH:5][S:13]([C:11]1[S:12][C:8]([Cl:7])=[CH:9][CH:10]=1)(=[O:15])=[O:14]. (5) Given the reactants [CH:1]1([CH2:6][C@H:7]([N:21]2[CH2:25][C:24](OC)=[CH:23][C:22]2=[O:28])[C:8]([NH:10][C:11]2[CH:15]=[CH:14][N:13]([CH2:16][C:17]([OH:20])([CH3:19])[CH3:18])[N:12]=2)=[O:9])[CH2:5][CH2:4][CH2:3][CH2:2]1.Cl.[CH3:30][O:31][CH2:32][C@@H:33]([OH:35])[CH3:34].O.C1(C)C=CC(S(O)(=O)=O)=CC=1, predict the reaction product. The product is: [CH:1]1([CH2:6][C@H:7]([N:21]2[CH2:25][C:24]([O:35][C@@H:33]([CH3:34])[CH2:32][O:31][CH3:30])=[CH:23][C:22]2=[O:28])[C:8]([NH:10][C:11]2[CH:15]=[CH:14][N:13]([CH2:16][C:17]([OH:20])([CH3:18])[CH3:19])[N:12]=2)=[O:9])[CH2:5][CH2:4][CH2:3][CH2:2]1. (6) Given the reactants [CH2:1]([C:3]1[CH:4]=[CH:5][C:6]([CH:9]=[CH2:10])=[N:7][CH:8]=1)[CH3:2].C1C(=O)N(Br)C(=[O:14])C1.[K].[OH:20][C:21]1[CH:28]=[CH:27][C:24]([CH:25]=[O:26])=[CH:23][CH:22]=1, predict the reaction product. The product is: [CH2:1]([C:3]1[CH:4]=[CH:5][C:6]([CH:9]([OH:14])[CH2:10][O:20][C:21]2[CH:28]=[CH:27][C:24]([CH:25]=[O:26])=[CH:23][CH:22]=2)=[N:7][CH:8]=1)[CH3:2]. (7) Given the reactants C([O:5][C:6](=[O:33])[C@H:7]([N:11]([CH2:23][C:24]1[CH:32]=[CH:31][C:27]2[N:28]=[CH:29][NH:30][C:26]=2[CH:25]=1)[S:12]([C:15]1[CH:20]=[CH:19][C:18]([O:21][CH3:22])=[CH:17][CH:16]=1)(=[O:14])=[O:13])[CH:8]([CH3:10])[CH3:9])(C)(C)C.FC(F)(F)C(O)=O.C(Cl)Cl, predict the reaction product. The product is: [N:28]1[C:27]2[CH:31]=[CH:32][C:24]([CH2:23][N:11]([S:12]([C:15]3[CH:16]=[CH:17][C:18]([O:21][CH3:22])=[CH:19][CH:20]=3)(=[O:14])=[O:13])[C@H:7]([CH:8]([CH3:10])[CH3:9])[C:6]([OH:33])=[O:5])=[CH:25][C:26]=2[NH:30][CH:29]=1.